Task: Regression. Given two drug SMILES strings and cell line genomic features, predict the synergy score measuring deviation from expected non-interaction effect.. Dataset: NCI-60 drug combinations with 297,098 pairs across 59 cell lines Drug 1: CC1C(C(CC(O1)OC2CC(CC3=C2C(=C4C(=C3O)C(=O)C5=C(C4=O)C(=CC=C5)OC)O)(C(=O)C)O)N)O.Cl. Drug 2: CCN(CC)CCNC(=O)C1=C(NC(=C1C)C=C2C3=C(C=CC(=C3)F)NC2=O)C. Cell line: MALME-3M. Synergy scores: CSS=27.5, Synergy_ZIP=-5.36, Synergy_Bliss=6.06, Synergy_Loewe=1.70, Synergy_HSA=3.65.